Dataset: Full USPTO retrosynthesis dataset with 1.9M reactions from patents (1976-2016). Task: Predict the reactants needed to synthesize the given product. (1) Given the product [Br:19][C:20]1[C:21]([CH3:28])=[CH:22][C:23]([B:10]2[O:11][C:12]([CH3:17])([CH3:18])[C:13]([CH3:15])([CH3:16])[O:14]2)=[C:24]([O:26][CH3:27])[CH:25]=1, predict the reactants needed to synthesize it. The reactants are: [B:10]1([B:10]2[O:14][C:13]([CH3:16])([CH3:15])[C:12]([CH3:18])([CH3:17])[O:11]2)[O:14][C:13]([CH3:16])([CH3:15])[C:12]([CH3:18])([CH3:17])[O:11]1.[Br:19][C:20]1[CH:25]=[C:24]([O:26][CH3:27])[CH:23]=[CH:22][C:21]=1[CH3:28]. (2) Given the product [Br:1][C:2]1[S:6][C:5]([Cl:7])=[C:4]([CH2:8][OH:9])[CH:3]=1, predict the reactants needed to synthesize it. The reactants are: [Br:1][C:2]1[S:6][C:5]([Cl:7])=[C:4]([C:8](O)=[O:9])[CH:3]=1.CSC.B.CO.O. (3) Given the product [CH3:10][O:11][C:12](=[O:42])[CH2:13][C@H:14]1[C:18]2[CH:19]=[CH:20][C:21]([O:23][C@H:24]3[C:32]4[C:27](=[C:28]([C:3]5[C:4]([CH3:8])=[CH:5][CH:6]=[CH:7][C:2]=5[Cl:1])[CH:29]=[CH:30][CH:31]=4)[CH2:26][CH2:25]3)=[CH:22][C:17]=2[O:16][CH2:15]1, predict the reactants needed to synthesize it. The reactants are: [Cl:1][C:2]1[CH:7]=[CH:6][CH:5]=[C:4]([CH3:8])[C:3]=1I.[CH3:10][O:11][C:12](=[O:42])[CH2:13][C@H:14]1[C:18]2[CH:19]=[CH:20][C:21]([O:23][C@H:24]3[C:32]4[C:27](=[C:28](B5OC(C)(C)C(C)(C)O5)[CH:29]=[CH:30][CH:31]=4)[CH2:26][CH2:25]3)=[CH:22][C:17]=2[O:16][CH2:15]1. (4) Given the product [F:20][C:17]([F:18])([F:19])[C:14]1[N:12]2[N:13]=[C:8]([N:1]3[CH2:7][CH2:6][CH2:5][N:4]([CH2:21][C:23]4[CH:30]=[CH:29][CH:28]=[CH:27][C:24]=4[C:25]#[N:26])[CH2:3][CH2:2]3)[CH:9]=[CH:10][C:11]2=[N:16][N:15]=1, predict the reactants needed to synthesize it. The reactants are: [N:1]1([C:8]2[CH:9]=[CH:10][C:11]3[N:12]([C:14]([C:17]([F:20])([F:19])[F:18])=[N:15][N:16]=3)[N:13]=2)[CH2:7][CH2:6][CH2:5][NH:4][CH2:3][CH2:2]1.[CH:21]([C:23]1[CH:30]=[CH:29][CH:28]=[CH:27][C:24]=1[C:25]#[N:26])=O. (5) Given the product [CH3:28][S:24][C:22]1[O:23][C:19]([C:16]2[CH:17]=[CH:18][C:13]3[O:12][CH:11]=[C:10]([C:7]4[CH:8]=[CH:9][C:4]([O:3][C:2]([F:25])([F:1])[F:26])=[CH:5][CH:6]=4)[C:14]=3[CH:15]=2)=[N:20][N:21]=1, predict the reactants needed to synthesize it. The reactants are: [F:1][C:2]([F:26])([F:25])[O:3][C:4]1[CH:9]=[CH:8][C:7]([C:10]2[C:14]3[CH:15]=[C:16]([C:19]4[O:23][C:22]([SH:24])=[N:21][N:20]=4)[CH:17]=[CH:18][C:13]=3[O:12][CH:11]=2)=[CH:6][CH:5]=1.I[CH3:28]. (6) Given the product [CH2:1]([O:8][C:9]1[CH:10]=[CH:11][C:12]([CH2:15][CH2:16][C:17]([C:19]2[O:20][C:21]3[C:22]([N:27]=2)=[N:23][CH:24]=[CH:25][CH:26]=3)=[O:18])=[CH:13][CH:14]=1)[C:2]1[CH:7]=[CH:6][CH:5]=[CH:4][CH:3]=1, predict the reactants needed to synthesize it. The reactants are: [CH2:1]([O:8][C:9]1[CH:14]=[CH:13][C:12]([CH2:15][CH2:16][CH:17]([C:19]2[O:20][C:21]3[C:22]([N:27]=2)=[N:23][CH:24]=[CH:25][CH:26]=3)[OH:18])=[CH:11][CH:10]=1)[C:2]1[CH:7]=[CH:6][CH:5]=[CH:4][CH:3]=1.CC(OI1(OC(C)=O)(OC(C)=O)OC(=O)C2C=CC=CC1=2)=O. (7) Given the product [CH2:4]([N:8]1[C:12]([C:13]([O:15][CH3:16])=[O:14])=[C:11]([CH:17]([C:19](=[O:35])[NH2:20])[OH:18])[N:10]=[C:9]1[N:21]1[CH2:26][CH2:25][N:24]([C:27]([O:29][C:30]([CH3:33])([CH3:32])[CH3:31])=[O:28])[CH2:23][CH2:22]1)[C:5]#[C:6][CH3:7], predict the reactants needed to synthesize it. The reactants are: OO.N.[CH2:4]([N:8]1[C:12]([C:13]([O:15][CH3:16])=[O:14])=[C:11]([CH:17]([C:19]#[N:20])[OH:18])[N:10]=[C:9]1[N:21]1[CH2:26][CH2:25][N:24]([C:27]([O:29][C:30]([CH3:33])([CH3:32])[CH3:31])=[O:28])[CH2:23][CH2:22]1)[C:5]#[C:6][CH3:7].S([O-])(O)=[O:35].[Na+]. (8) The reactants are: [Br:1][C:2]1[CH:15]=[CH:14][C:5]([C:6]([NH:8][CH2:9][C:10]([F:13])([F:12])[F:11])=[O:7])=[C:4]([CH2:16]O)[CH:3]=1.C([Mg]Cl)(C)C.[Li+].[Cl-].CN(C)P(Cl)(N(C)C)=O. Given the product [Br:1][C:2]1[CH:3]=[C:4]2[C:5](=[CH:14][CH:15]=1)[C:6](=[O:7])[N:8]([CH2:9][C:10]([F:13])([F:12])[F:11])[CH2:16]2, predict the reactants needed to synthesize it.